Predict which catalyst facilitates the given reaction. From a dataset of Catalyst prediction with 721,799 reactions and 888 catalyst types from USPTO. (1) Reactant: [CH3:1][O:2][C:3]1[CH:8]=[C:7]([N+:9]([O-])=O)[CH:6]=[CH:5][C:4]=1[S:12]([CH2:15][CH2:16][CH2:17][N:18]1[CH2:23][CH2:22][O:21][CH2:20][CH2:19]1)(=[O:14])=[O:13]. Product: [CH3:1][O:2][C:3]1[CH:8]=[C:7]([CH:6]=[CH:5][C:4]=1[S:12]([CH2:15][CH2:16][CH2:17][N:18]1[CH2:19][CH2:20][O:21][CH2:22][CH2:23]1)(=[O:14])=[O:13])[NH2:9]. The catalyst class is: 29. (2) Reactant: [CH2:1]1[CH2:5]OC[CH2:2]1.[Si]([O:13][CH:14]1[CH2:23][C:22]([F:25])([F:24])[C:21]2[C:16](=[CH:17][CH:18]=[C:19]([F:26])[CH:20]=2)[C:15]1=[O:27])(C(C)(C)C)(C)C.F. Product: [F:25][C:22]1([F:24])[C:21]2[C:16](=[CH:17][CH:18]=[C:19]([F:26])[CH:20]=2)[C:15]([CH:1]([CH3:5])[CH3:2])([OH:27])[CH:14]([OH:13])[CH2:23]1. The catalyst class is: 17. (3) Reactant: [Cl:1][C:2]1[CH:3]=[C:4]([S:8]([N:11]2[CH2:16][CH2:15][N:14]([C:17]3[CH:22]=[CH:21][C:20]([F:23])=[CH:19][C:18]=3[CH3:24])[CH:13]([C:25]([N:27]3[CH2:32][CH2:31][NH:30][CH2:29][CH2:28]3)=[O:26])[CH2:12]2)(=[O:10])=[O:9])[CH:5]=[CH:6][CH:7]=1.Cl[C:34]1[C:35]([CH3:41])=[N:36][CH:37]=[C:38]([CH3:40])[N:39]=1.C(N(CC)CC)C.O. Product: [Cl:1][C:2]1[CH:3]=[C:4]([S:8]([N:11]2[CH2:16][CH2:15][N:14]([C:17]3[CH:22]=[CH:21][C:20]([F:23])=[CH:19][C:18]=3[CH3:24])[CH:13]([C:25]([N:27]3[CH2:28][CH2:29][N:30]([C:37]4[C:38]([CH3:40])=[N:39][CH:34]=[C:35]([CH3:41])[N:36]=4)[CH2:31][CH2:32]3)=[O:26])[CH2:12]2)(=[O:9])=[O:10])[CH:5]=[CH:6][CH:7]=1. The catalyst class is: 10. (4) Reactant: C1C=CC(P(C2C=CC=CC=2)C2C=CC=CC=2)=CC=1.[Cl:20][C:21]1[CH:22]=[CH:23][C:24]([OH:27])=[N:25][CH:26]=1.C1C=CC(COC(/N=N/C(OCC2C=CC=CC=2)=O)=O)=CC=1.[CH2:50]([N:57]1[CH2:61][C@H:60]([C:62]2[CH:67]=[CH:66][C:65]([F:68])=[C:64]([F:69])[CH:63]=2)[C@@H:59]([C@H:70](O)[CH3:71])[CH2:58]1)[C:51]1[CH:56]=[CH:55][CH:54]=[CH:53][CH:52]=1. The catalyst class is: 1. Product: [CH2:50]([N:57]1[CH2:61][C@H:60]([C:62]2[CH:67]=[CH:66][C:65]([F:68])=[C:64]([F:69])[CH:63]=2)[C@@H:59]([C@@H:70]([O:27][C:24]2[CH:23]=[CH:22][C:21]([Cl:20])=[CH:26][N:25]=2)[CH3:71])[CH2:58]1)[C:51]1[CH:52]=[CH:53][CH:54]=[CH:55][CH:56]=1. (5) Reactant: [Br:1][C:2]1[N:3]([C:12]2[C:21]3[C:16](=[CH:17][CH:18]=[CH:19][CH:20]=3)[C:15]([CH:22]3[CH2:24][CH2:23]3)=[CH:14][CH:13]=2)[C:4]([S:7][CH2:8][C:9]([OH:11])=O)=[N:5][N:6]=1.[OH-:25].[Na+].O[NH2:28].O. Product: [Br:1][C:2]1[N:3]([C:12]2[C:21]3[C:16](=[CH:17][CH:18]=[CH:19][CH:20]=3)[C:15]([CH:22]3[CH2:24][CH2:23]3)=[CH:14][CH:13]=2)[C:4]([S:7][CH2:8][C:9]([NH:28][OH:25])=[O:11])=[N:5][N:6]=1. The catalyst class is: 36. (6) The catalyst class is: 2. Reactant: CS(C)=O.C(Cl)(=O)C(Cl)=O.[OH:11][CH2:12][C:13]1([C:26]([O:28][CH3:29])=[O:27])[CH2:18][CH2:17][N:16]([C:19]([O:21][C:22]([CH3:25])([CH3:24])[CH3:23])=[O:20])[CH2:15][CH2:14]1.C(N(CC)CC)C. Product: [CH:12]([C:13]1([C:26]([O:28][CH3:29])=[O:27])[CH2:14][CH2:15][N:16]([C:19]([O:21][C:22]([CH3:24])([CH3:25])[CH3:23])=[O:20])[CH2:17][CH2:18]1)=[O:11].